This data is from Catalyst prediction with 721,799 reactions and 888 catalyst types from USPTO. The task is: Predict which catalyst facilitates the given reaction. (1) Reactant: [C:1]1([CH2:7][O:8][CH2:9][C:10](=O)C)[CH:6]=[CH:5][CH:4]=[CH:3][CH:2]=1.[NH2:13][CH2:14][CH2:15][CH2:16][CH2:17][NH:18][S:19]([C:22]1[CH:27]=[CH:26][C:25]([Cl:28])=[CH:24][C:23]=1[Cl:29])(=[O:21])=[O:20].[BH3-]C#N.[Na+].CC(O)=O.[OH-].[Na+]. Product: [Cl:29][C:23]1[CH:24]=[C:25]([Cl:28])[CH:26]=[CH:27][C:22]=1[S:19]([NH:18][CH2:17][CH2:16][CH2:15][CH2:14][NH:13][CH2:10][CH2:9][O:8][CH2:7][C:1]1[CH:2]=[CH:3][CH:4]=[CH:5][CH:6]=1)(=[O:20])=[O:21]. The catalyst class is: 5. (2) Reactant: [Cl:1][C:2]1[CH:7]=[CH:6][C:5]([CH:8]([C:20]2[CH:25]=[CH:24][C:23]([OH:26])=[C:22]([F:27])[CH:21]=2)[CH2:9][C:10]([C:12]2[CH:13]=[CH:14][C:15](=[O:19])[N:16]([CH3:18])[CH:17]=2)=[O:11])=[C:4]([CH3:28])[CH:3]=1.Br[CH2:30][CH2:31][CH2:32][C:33]([O:35][CH3:36])=[O:34].C(=O)([O-])[O-].[Cs+].[Cs+]. Product: [CH3:36][O:35][C:33](=[O:34])[CH2:32][CH2:31][CH2:30][O:26][C:23]1[CH:24]=[CH:25][C:20]([CH:8]([C:5]2[CH:6]=[CH:7][C:2]([Cl:1])=[CH:3][C:4]=2[CH3:28])[CH2:9][C:10]([C:12]2[CH:13]=[CH:14][C:15](=[O:19])[N:16]([CH3:18])[CH:17]=2)=[O:11])=[CH:21][C:22]=1[F:27]. The catalyst class is: 80. (3) Reactant: [NH2:1][C:2]1[C:7]([C:8]([O:10][CH3:11])=[O:9])=[CH:6][CH:5]=[C:4]([Cl:12])[N:3]=1.C(=O)(O)[O-].[Na+].Cl[CH2:19][CH:20]=O. Product: [Cl:12][C:4]1[N:3]2[CH:19]=[CH:20][N:1]=[C:2]2[C:7]([C:8]([O:10][CH3:11])=[O:9])=[CH:6][CH:5]=1. The catalyst class is: 24. (4) The catalyst class is: 16. Product: [CH:9]1([CH2:8][O:31][C:28]2[CH:27]=[CH:26][C:25]([C:24]3[C:17]4=[N:16][S:15](=[O:32])(=[O:14])[CH2:20][CH2:19][N:18]4[CH:21]=[CH:22][CH:23]=3)=[CH:30][CH:29]=2)[CH2:13][CH2:12][CH2:11][CH2:10]1. Reactant: C(=O)([O-])[O-].[K+].[K+].I[CH2:8][CH:9]1[CH2:13][CH2:12][CH2:11][CH2:10]1.[O:14]=[S:15]1(=[O:32])[CH2:20][CH2:19][N:18]2[CH:21]=[CH:22][CH:23]=[C:24]([C:25]3[CH:30]=[CH:29][C:28]([OH:31])=[CH:27][CH:26]=3)[C:17]2=[N:16]1.O. (5) Reactant: C(Cl)(=O)C(Cl)=O.[Cl:7][C:8]1[C:9]([Cl:17])=[N:10][CH:11]=[C:12]([CH:16]=1)[C:13]([OH:15])=O.Cl.O1CCOCC1.[NH:25]1[CH2:30][CH2:29][O:28][CH2:27][CH2:26]1.C(N(CC)CC)C. Product: [Cl:7][C:8]1[CH:16]=[C:12]([C:13]([N:25]2[CH2:30][CH2:29][O:28][CH2:27][CH2:26]2)=[O:15])[CH:11]=[N:10][C:9]=1[Cl:17]. The catalyst class is: 2. (6) Reactant: [Br:1][C:2]1[N:7]=[C:6]([N+:8]([O-:10])=[O:9])[C:5]([OH:11])=[CH:4][CH:3]=1.Br[C:13]([CH3:20])([CH3:19])[C:14]([O:16][CH2:17][CH3:18])=[O:15].C([O-])([O-])=O.[K+].[K+].O. The catalyst class is: 9. Product: [Br:1][C:2]1[N:7]=[C:6]([N+:8]([O-:10])=[O:9])[C:5]([O:11][C:13]([CH3:20])([CH3:19])[C:14]([O:16][CH2:17][CH3:18])=[O:15])=[CH:4][CH:3]=1. (7) Reactant: Cl[C:2]1[CH:7]=[CH:6][CH:5]=[CH:4][C:3]=1[N+:8]([O-:10])=[O:9].[CH2:11]([O:13][CH2:14][CH2:15][NH2:16])[CH3:12].ClCCl. Product: [CH2:11]([O:13][CH2:14][CH2:15][NH:16][C:2]1[CH:7]=[CH:6][CH:5]=[CH:4][C:3]=1[N+:8]([O-:10])=[O:9])[CH3:12]. The catalyst class is: 13.